This data is from Forward reaction prediction with 1.9M reactions from USPTO patents (1976-2016). The task is: Predict the product of the given reaction. (1) Given the reactants Cl.[Cl:2][C:3]1[CH:8]=[CH:7][C:6]([C:9]2[N:10]([C:20]3[CH:25]=[CH:24][CH:23]=[CH:22][C:21]=3[Cl:26])[N:11]=[C:12]3[C:18]=2[O:17][CH2:16][CH2:15][CH2:14][CH:13]3[NH2:19])=[CH:5][CH:4]=1.C(N(CC)CC)C.[CH2:34]([N:36]=[C:37]=[O:38])[CH3:35], predict the reaction product. The product is: [Cl:2][C:3]1[CH:8]=[CH:7][C:6]([C:9]2[N:10]([C:20]3[CH:25]=[CH:24][CH:23]=[CH:22][C:21]=3[Cl:26])[N:11]=[C:12]3[C:18]=2[O:17][CH2:16][CH2:15][CH2:14][CH:13]3[NH:19][C:37]([NH:36][CH2:34][CH3:35])=[O:38])=[CH:5][CH:4]=1. (2) Given the reactants [H-].[Na+].[Br:3][C:4]1[CH:5]=[C:6]2[C:10](=[CH:11][CH:12]=1)[NH:9][CH:8]=[CH:7]2.Cl.Cl[CH2:15][CH2:16][N:17]1[CH2:22][CH2:21][O:20][CH2:19][CH2:18]1.C(=O)(O)[O-].[Na+], predict the reaction product. The product is: [Br:3][C:4]1[CH:5]=[C:6]2[C:10](=[CH:11][CH:12]=1)[N:9]([CH2:15][CH2:16][N:17]1[CH2:22][CH2:21][O:20][CH2:19][CH2:18]1)[CH:8]=[CH:7]2.